Dataset: Full USPTO retrosynthesis dataset with 1.9M reactions from patents (1976-2016). Task: Predict the reactants needed to synthesize the given product. Given the product [Br:11][C:8]1[CH:9]=[CH:10][C:5]([C:3](=[O:4])[CH2:2][O:33][C:31]([C@@H:29]2[CH2:30][N:24]3[C:25]4[CH:26]([C@@H:18]([NH:17][C:15]([O:14][CH3:13])=[O:16])[CH2:19][CH2:20][C:21]=4[CH:22]=[CH:23]3)[C:27](=[O:34])[CH2:28]2)=[O:32])=[C:6]([F:12])[CH:7]=1, predict the reactants needed to synthesize it. The reactants are: Br[CH2:2][C:3]([C:5]1[CH:10]=[CH:9][C:8]([Br:11])=[CH:7][C:6]=1[F:12])=[O:4].[CH3:13][O:14][C:15]([NH:17][C@@H:18]1[CH:26]2[C:27](=[O:34])[CH2:28][C@H:29]([C:31]([OH:33])=[O:32])[CH2:30][N:24]3[C:25]2=[C:21]([CH:22]=[CH:23]3)[CH2:20][CH2:19]1)=[O:16].C(N(C(C)C)CC)(C)C.